This data is from Forward reaction prediction with 1.9M reactions from USPTO patents (1976-2016). The task is: Predict the product of the given reaction. (1) Given the reactants [S:1]1[CH:5]=[CH:4][C:3]([C:6]([OH:8])=O)=[CH:2]1.CCN=C=NCCCN(C)C.Cl.C1C=CC2N(O)N=NC=2C=1.CN1CCOCC1.[NH2:38][C:39]1[CH:40]=[CH:41][C:42]([CH3:57])=[C:43]([C:45]2[CH:46]=[C:47]3[C:51](=[CH:52][CH:53]=2)[C:50](=[O:54])[C:49]([CH3:56])([CH3:55])[CH2:48]3)[CH:44]=1, predict the reaction product. The product is: [CH3:55][C:49]1([CH3:56])[CH2:48][C:47]2[C:51](=[CH:52][CH:53]=[C:45]([C:43]3[CH:44]=[C:39]([NH:38][C:6]([C:3]4[CH:4]=[CH:5][S:1][CH:2]=4)=[O:8])[CH:40]=[CH:41][C:42]=3[CH3:57])[CH:46]=2)[C:50]1=[O:54]. (2) Given the reactants [Br:1][C:2]1[CH:3]=[C:4]2[C:9](=[CH:10][C:11]=1[F:12])[O:8][C:7]([CH2:14][CH2:15][O:16][CH2:17][O:18][CH3:19])([CH3:13])[CH2:6][C:5]2=[O:20].[Li+].[CH3:22][Si:23]([N-][Si:23]([CH3:25])([CH3:24])[CH3:22])([CH3:25])[CH3:24].C[Si](Cl)(C)C, predict the reaction product. The product is: [Br:1][C:2]1[CH:3]=[C:4]2[C:9](=[CH:10][C:11]=1[F:12])[O:8][C:7]([CH2:14][CH2:15][O:16][CH2:17][O:18][CH3:19])([CH3:13])[CH:6]=[C:5]2[O:20][Si:23]([CH3:25])([CH3:24])[CH3:22]. (3) The product is: [F:23][C:24]1[CH:25]=[C:26]([CH:27]=[CH:28][C:29]=1[F:30])[CH2:31][O:32][C:2]1[CH:12]=[C:6]2[N:7]([CH2:11][C:17]3[CH:18]=[CH:19][CH:20]=[CH:21][C:16]=3[CH3:15])[CH2:8][CH2:9][CH2:10][N:5]2[C:4](=[O:13])[N:3]=1. Given the reactants Cl[C:2]1[CH:12]=[C:6]2[N:7]([CH3:11])[CH2:8][CH2:9][CH2:10][N:5]2[C:4](=[O:13])[N:3]=1.Br[CH2:15][C:16]1[CH:21]=[CH:20][CH:19]=[CH:18][C:17]=1C.[F:23][C:24]1[CH:25]=[C:26]([CH2:31][OH:32])[CH:27]=[CH:28][C:29]=1[F:30], predict the reaction product. (4) The product is: [Br:1][C:2]1[CH:7]=[CH:6][C:5]([NH:16][CH2:15][CH:12]2[CH2:14][CH2:13]2)=[C:4]([N+:9]([O-:11])=[O:10])[CH:3]=1. Given the reactants [Br:1][C:2]1[CH:7]=[CH:6][C:5](F)=[C:4]([N+:9]([O-:11])=[O:10])[CH:3]=1.[CH:12]1([CH2:15][NH2:16])[CH2:14][CH2:13]1.CCN(C(C)C)C(C)C, predict the reaction product. (5) The product is: [C:1]([C@H:5]1[CH2:6][CH2:7][C@H:8]([O:11][C:12]2[C:13]([F:31])=[C:14]3[C:19](=[CH:20][CH:21]=2)[CH:18]=[C:17]([CH2:22][N:23]2[CH2:26][CH:25]([C:27]([OH:29])=[O:28])[CH2:24]2)[CH:16]=[CH:15]3)[CH2:9][CH2:10]1)([CH3:4])([CH3:2])[CH3:3]. Given the reactants [C:1]([C@H:5]1[CH2:10][CH2:9][C@H:8]([O:11][C:12]2[C:13]([F:31])=[C:14]3[C:19](=[CH:20][CH:21]=2)[CH:18]=[C:17]([CH2:22][N:23]2[CH2:26][CH:25]([C:27]([O:29]C)=[O:28])[CH2:24]2)[CH:16]=[CH:15]3)[CH2:7][CH2:6]1)([CH3:4])([CH3:3])[CH3:2].[OH-].[Na+].Cl, predict the reaction product.